Dataset: NCI-60 drug combinations with 297,098 pairs across 59 cell lines. Task: Regression. Given two drug SMILES strings and cell line genomic features, predict the synergy score measuring deviation from expected non-interaction effect. (1) Drug 1: CC1C(C(=O)NC(C(=O)N2CCCC2C(=O)N(CC(=O)N(C(C(=O)O1)C(C)C)C)C)C(C)C)NC(=O)C3=C4C(=C(C=C3)C)OC5=C(C(=O)C(=C(C5=N4)C(=O)NC6C(OC(=O)C(N(C(=O)CN(C(=O)C7CCCN7C(=O)C(NC6=O)C(C)C)C)C)C(C)C)C)N)C. Drug 2: CCCCC(=O)OCC(=O)C1(CC(C2=C(C1)C(=C3C(=C2O)C(=O)C4=C(C3=O)C=CC=C4OC)O)OC5CC(C(C(O5)C)O)NC(=O)C(F)(F)F)O. Cell line: MDA-MB-435. Synergy scores: CSS=64.9, Synergy_ZIP=19.8, Synergy_Bliss=22.5, Synergy_Loewe=5.51, Synergy_HSA=23.0. (2) Drug 2: CC(C)NC(=O)C1=CC=C(C=C1)CNNC.Cl. Cell line: BT-549. Drug 1: CCC1(CC2CC(C3=C(CCN(C2)C1)C4=CC=CC=C4N3)(C5=C(C=C6C(=C5)C78CCN9C7C(C=CC9)(C(C(C8N6C)(C(=O)OC)O)OC(=O)C)CC)OC)C(=O)OC)O.OS(=O)(=O)O. Synergy scores: CSS=3.75, Synergy_ZIP=-2.27, Synergy_Bliss=-2.76, Synergy_Loewe=-13.0, Synergy_HSA=-3.18. (3) Drug 1: C1=NC(=NC(=O)N1C2C(C(C(O2)CO)O)O)N. Drug 2: C1C(C(OC1N2C=NC3=C2NC=NCC3O)CO)O. Cell line: MALME-3M. Synergy scores: CSS=17.2, Synergy_ZIP=-4.90, Synergy_Bliss=-0.673, Synergy_Loewe=-2.58, Synergy_HSA=-0.749. (4) Drug 1: CCC1=C2CN3C(=CC4=C(C3=O)COC(=O)C4(CC)O)C2=NC5=C1C=C(C=C5)O. Drug 2: CC(C)(C#N)C1=CC(=CC(=C1)CN2C=NC=N2)C(C)(C)C#N. Cell line: SR. Synergy scores: CSS=67.9, Synergy_ZIP=-0.719, Synergy_Bliss=-1.33, Synergy_Loewe=-8.06, Synergy_HSA=-1.21. (5) Drug 1: C1CC(=O)NC(=O)C1N2CC3=C(C2=O)C=CC=C3N. Drug 2: C1=CC=C(C=C1)NC(=O)CCCCCCC(=O)NO. Cell line: T-47D. Synergy scores: CSS=0.551, Synergy_ZIP=1.81, Synergy_Bliss=-9.45, Synergy_Loewe=-9.77, Synergy_HSA=-7.85. (6) Drug 1: C(=O)(N)NO. Drug 2: C1=CC=C(C(=C1)C(C2=CC=C(C=C2)Cl)C(Cl)Cl)Cl. Cell line: NCI-H460. Synergy scores: CSS=-30.3, Synergy_ZIP=39.5, Synergy_Bliss=37.1, Synergy_Loewe=-10.2, Synergy_HSA=-3.64. (7) Drug 1: CNC(=O)C1=CC=CC=C1SC2=CC3=C(C=C2)C(=NN3)C=CC4=CC=CC=N4. Drug 2: C(=O)(N)NO. Cell line: RPMI-8226. Synergy scores: CSS=3.23, Synergy_ZIP=-4.34, Synergy_Bliss=-2.61, Synergy_Loewe=-9.22, Synergy_HSA=-9.43.